From a dataset of Peptide-MHC class I binding affinity with 185,985 pairs from IEDB/IMGT. Regression. Given a peptide amino acid sequence and an MHC pseudo amino acid sequence, predict their binding affinity value. This is MHC class I binding data. The peptide sequence is QSYEFLGLK. The MHC is HLA-A11:01 with pseudo-sequence HLA-A11:01. The binding affinity (normalized) is 0.765.